This data is from Reaction yield outcomes from USPTO patents with 853,638 reactions. The task is: Predict the reaction yield, written as a fraction of the theoretical maximum amount of product (1.0 means a 100% yield; for example, 0.34 means a 34% yield). (1) The reactants are [C:1]1([S:7]([N:10]2[C:14]3=[N:15][CH:16]=[C:17]([F:19])[CH:18]=[C:13]3[CH:12]=[C:11]2[C:20](=[O:27])[CH2:21][CH:22]2[CH2:26][CH2:25][CH2:24][CH2:23]2)(=[O:9])=[O:8])[CH:6]=[CH:5][CH:4]=[CH:3][CH:2]=1.C[Si]([N-][Si](C)(C)C)(C)C.[Li+].[C:38]1([CH3:58])[CH:43]=[CH:42][C:41]([S:44](O[S:44]([C:41]2[CH:42]=[CH:43][C:38]([CH3:58])=[CH:39][CH:40]=2)(=[O:46])=[O:45])(=[O:46])=[O:45])=[CH:40][CH:39]=1. The catalyst is O1CCCC1. The product is [C:1]1([S:7]([N:10]2[C:14]3=[N:15][CH:16]=[C:17]([F:19])[CH:18]=[C:13]3[CH:12]=[C:11]2[C:20]([O:27][S:44]([C:41]2[CH:42]=[CH:43][C:38]([CH3:58])=[CH:39][CH:40]=2)(=[O:46])=[O:45])=[CH:21][CH:22]2[CH2:23][CH2:24][CH2:25][CH2:26]2)(=[O:9])=[O:8])[CH:2]=[CH:3][CH:4]=[CH:5][CH:6]=1. The yield is 0.710. (2) The product is [CH3:35][O:34][C:32]1[CH:33]=[C:28]([NH:27][CH:20]([C:21]2[CH:26]=[CH:25][CH:24]=[CH:23][CH:22]=2)[C:18]([C:11]2[C:12]3[C:17](=[CH:16][CH:15]=[CH:14][CH:13]=3)[N:9]([CH3:8])[N:10]=2)=[O:19])[CH:29]=[N:30][CH:31]=1. The catalyst is [Cl-].C([N+]1C(C)=C(CCO)SC=1)C1C=CC=CC=1.C(O)C. The reactants are C(N(CC)CC)C.[CH3:8][N:9]1[C:17]2[C:12](=[CH:13][CH:14]=[CH:15][CH:16]=2)[C:11]([CH:18]=[O:19])=[N:10]1.[CH:20](=[N:27][C:28]1[CH:29]=[N:30][CH:31]=[C:32]([O:34][CH3:35])[CH:33]=1)[C:21]1[CH:26]=[CH:25][CH:24]=[CH:23][CH:22]=1. The yield is 0.240. (3) The reactants are [CH3:1][O:2][C:3](=[O:40])[NH:4][CH:5]([C:9]([N:11]1[CH2:15][CH2:14][CH2:13][CH:12]1[C:16]1[NH:17][C:18]([C:21]2[CH:30]=[CH:29][C:28]3[C:23](=[CH:24][CH:25]=[C:26](B4OC(C)(C)C(C)(C)O4)[CH:27]=3)[CH:22]=2)=[CH:19][N:20]=1)=[O:10])[CH:6]([CH3:8])[CH3:7].[C:41]([O:45][C:46]([N:48]1[CH:53]([C:54]2[NH:55][C:56]([C:59]3[CH:64]=[CH:63][C:62](Br)=[CH:61][CH:60]=3)=[CH:57][N:58]=2)[CH:52]2[CH2:66][CH:49]1[CH2:50][CH2:51]2)=[O:47])([CH3:44])([CH3:43])[CH3:42].C([O-])([O-])=O.[K+].[K+].N#N. The catalyst is COCCOC.C1C=CC([P]([Pd]([P](C2C=CC=CC=2)(C2C=CC=CC=2)C2C=CC=CC=2)([P](C2C=CC=CC=2)(C2C=CC=CC=2)C2C=CC=CC=2)[P](C2C=CC=CC=2)(C2C=CC=CC=2)C2C=CC=CC=2)(C2C=CC=CC=2)C2C=CC=CC=2)=CC=1. The product is [C:41]([O:45][C:46]([N:48]1[CH:53]([C:54]2[NH:55][C:56]([C:59]3[CH:64]=[CH:63][C:62]([C:26]4[CH:25]=[CH:24][C:23]5[C:28](=[CH:29][CH:30]=[C:21]([C:18]6[NH:17][C:16]([CH:12]7[CH2:13][CH2:14][CH2:15][N:11]7[C:9](=[O:10])[CH:5]([NH:4][C:3]([O:2][CH3:1])=[O:40])[CH:6]([CH3:7])[CH3:8])=[N:20][CH:19]=6)[CH:22]=5)[CH:27]=4)=[CH:61][CH:60]=3)=[CH:57][N:58]=2)[CH:52]2[CH2:66][CH:49]1[CH2:50][CH2:51]2)=[O:47])([CH3:44])([CH3:42])[CH3:43]. The yield is 0.160.